From a dataset of Peptide-MHC class I binding affinity with 185,985 pairs from IEDB/IMGT. Regression. Given a peptide amino acid sequence and an MHC pseudo amino acid sequence, predict their binding affinity value. This is MHC class I binding data. (1) The peptide sequence is WTVNDIQKL. The MHC is HLA-A29:02 with pseudo-sequence HLA-A29:02. The binding affinity (normalized) is 0.0307. (2) The MHC is HLA-B15:09 with pseudo-sequence HLA-B15:09. The peptide sequence is LMWASSGFF. The binding affinity (normalized) is 0.0847.